Task: Regression/Classification. Given a drug SMILES string, predict its toxicity properties. Task type varies by dataset: regression for continuous values (e.g., LD50, hERG inhibition percentage) or binary classification for toxic/non-toxic outcomes (e.g., AMES mutagenicity, cardiotoxicity, hepatotoxicity). Dataset: ames.. Dataset: Ames mutagenicity test results for genotoxicity prediction (1) The compound is O=C(O)C1=NN(c2ccc(S(=O)(=O)O)cc2)C(=O)[C@H]1N=Nc1ccc(S(=O)(=O)O)cc1. The result is 0 (non-mutagenic). (2) The compound is CC(C)(C)NC(=O)SCC(NC(=O)CCC(N)C(=O)O)C(=O)NCC(=O)O. The result is 0 (non-mutagenic).